This data is from NCI-60 drug combinations with 297,098 pairs across 59 cell lines. The task is: Regression. Given two drug SMILES strings and cell line genomic features, predict the synergy score measuring deviation from expected non-interaction effect. (1) Drug 1: CN(C(=O)NC(C=O)C(C(C(CO)O)O)O)N=O. Drug 2: C1C(C(OC1N2C=NC3=C2NC=NCC3O)CO)O. Cell line: HS 578T. Synergy scores: CSS=78.4, Synergy_ZIP=-0.363, Synergy_Bliss=-0.574, Synergy_Loewe=-0.686, Synergy_HSA=0.304. (2) Drug 1: CCN(CC)CCNC(=O)C1=C(NC(=C1C)C=C2C3=C(C=CC(=C3)F)NC2=O)C. Drug 2: CCC1=C2N=C(C=C(N2N=C1)NCC3=C[N+](=CC=C3)[O-])N4CCCCC4CCO. Cell line: HCT116. Synergy scores: CSS=88.2, Synergy_ZIP=6.29, Synergy_Bliss=5.00, Synergy_Loewe=1.96, Synergy_HSA=8.65. (3) Drug 1: C1CCN(CC1)CCOC2=CC=C(C=C2)C(=O)C3=C(SC4=C3C=CC(=C4)O)C5=CC=C(C=C5)O. Drug 2: C1=C(C(=O)NC(=O)N1)F. Cell line: NCI/ADR-RES. Synergy scores: CSS=26.7, Synergy_ZIP=-8.19, Synergy_Bliss=-1.03, Synergy_Loewe=-0.228, Synergy_HSA=-0.208. (4) Drug 1: COC1=NC(=NC2=C1N=CN2C3C(C(C(O3)CO)O)O)N. Drug 2: CNC(=O)C1=NC=CC(=C1)OC2=CC=C(C=C2)NC(=O)NC3=CC(=C(C=C3)Cl)C(F)(F)F. Cell line: OVCAR-4. Synergy scores: CSS=-3.61, Synergy_ZIP=3.21, Synergy_Bliss=2.28, Synergy_Loewe=-2.53, Synergy_HSA=-2.84. (5) Drug 1: C1=NC2=C(N1)C(=S)N=CN2. Drug 2: C1CC(=O)NC(=O)C1N2C(=O)C3=CC=CC=C3C2=O. Cell line: HCT-15. Synergy scores: CSS=6.24, Synergy_ZIP=-7.96, Synergy_Bliss=-2.52, Synergy_Loewe=-16.1, Synergy_HSA=-2.67. (6) Drug 1: CC12CCC3C(C1CCC2O)C(CC4=C3C=CC(=C4)O)CCCCCCCCCS(=O)CCCC(C(F)(F)F)(F)F. Drug 2: C1C(C(OC1N2C=NC3=C2NC=NCC3O)CO)O. Cell line: COLO 205. Synergy scores: CSS=12.8, Synergy_ZIP=-1.88, Synergy_Bliss=1.20, Synergy_Loewe=3.64, Synergy_HSA=0.775. (7) Drug 1: CC1=C(C=C(C=C1)C(=O)NC2=CC(=CC(=C2)C(F)(F)F)N3C=C(N=C3)C)NC4=NC=CC(=N4)C5=CN=CC=C5. Drug 2: B(C(CC(C)C)NC(=O)C(CC1=CC=CC=C1)NC(=O)C2=NC=CN=C2)(O)O. Cell line: NCI-H322M. Synergy scores: CSS=2.59, Synergy_ZIP=-5.26, Synergy_Bliss=-9.69, Synergy_Loewe=-26.5, Synergy_HSA=-11.1.